Dataset: Catalyst prediction with 721,799 reactions and 888 catalyst types from USPTO. Task: Predict which catalyst facilitates the given reaction. Reactant: CCN(C(C)C)C(C)C.CN(C(ON1N=N[C:20]2[CH:21]=[CH:22][CH:23]=[N:24][C:19]1=2)=[N+](C)C)C.F[P-](F)(F)(F)(F)F.[C:34]([N:42]1CCCCC1)(=[O:41])C1C=CC=CC=1.C(Cl)Cl. Product: [N:24]1([C:34]([NH2:42])=[O:41])[CH2:19][CH2:20][CH2:21][CH2:22][CH2:23]1. The catalyst class is: 3.